From a dataset of Reaction yield outcomes from USPTO patents with 853,638 reactions. Predict the reaction yield, written as a fraction of the theoretical maximum amount of product (1.0 means a 100% yield; for example, 0.34 means a 34% yield). The reactants are [Cl:1][C:2]1[CH:7]=[CH:6][CH:5]=[CH:4][C:3]=1[C:8]1[C:9]([C:18]2[CH:23]=[CH:22][C:21]([Cl:24])=[CH:20][CH:19]=2)=[CH:10][C:11]2[N:12]([C:14](=[O:17])[NH:15][N:16]=2)[N:13]=1.[F:25][C:26]([F:36])([F:35])[C:27]1[CH:34]=[CH:33][C:30]([CH2:31]Br)=[CH:29][CH:28]=1.C([O-])([O-])=O.[K+].[K+]. The catalyst is CN(C=O)C. The product is [F:25][C:26]([F:35])([F:36])[C:27]1[CH:34]=[CH:33][C:30]([CH2:31][N:15]2[C:14](=[O:17])[N:12]3[N:13]=[C:8]([C:3]4[CH:4]=[CH:5][CH:6]=[CH:7][C:2]=4[Cl:1])[C:9]([C:18]4[CH:19]=[CH:20][C:21]([Cl:24])=[CH:22][CH:23]=4)=[CH:10][C:11]3=[N:16]2)=[CH:29][CH:28]=1. The yield is 0.700.